Task: Predict the product of the given reaction.. Dataset: Forward reaction prediction with 1.9M reactions from USPTO patents (1976-2016) Given the reactants [CH2:1]([C@@:4]1(C)[CH2:9][C@H:8]([C:10]2[CH:15]=[CH:14][CH:13]=[C:12]([Cl:16])[CH:11]=2)[C@@H:7]([C:17]2[CH:22]=[CH:21][C:20]([Cl:23])=[CH:19][CH:18]=2)[N:6]([C@@H:24]([CH2:30][CH3:31])[CH:25]([CH:27]2[CH2:29][CH2:28]2)[OH:26])[C:5]1=[O:32])C=C.I([O-])(=O)(=O)=O.[Na+].CC[O:42][C:43]([CH3:45])=[O:44], predict the reaction product. The product is: [Cl:16][C:12]1[CH:11]=[C:10]([C@@H:8]2[C@@H:7]([C:17]3[CH:22]=[CH:21][C:20]([Cl:23])=[CH:19][CH:18]=3)[N:6]([C@@H:24]([CH2:30][CH3:31])[C:25]([CH:27]3[CH2:28][CH2:29]3)=[O:26])[C:5](=[O:32])[C@:4]([CH2:45][C:43]([OH:42])=[O:44])([CH3:1])[CH2:9]2)[CH:15]=[CH:14][CH:13]=1.